From a dataset of Full USPTO retrosynthesis dataset with 1.9M reactions from patents (1976-2016). Predict the reactants needed to synthesize the given product. (1) Given the product [OH:22][C:23]1[C:28]([CH3:29])=[C:27]([O:30][CH2:8][C:9]2[O:13][N:12]=[C:11]([CH2:14][C:15]3[CH:20]=[CH:19][CH:18]=[C:17]([I:21])[CH:16]=3)[N:10]=2)[CH:26]=[CH:25][C:24]=1[C:31](=[O:33])[CH3:32], predict the reactants needed to synthesize it. The reactants are: C(=O)([O-])[O-].[Li+].[Li+].Cl[CH2:8][C:9]1[O:13][N:12]=[C:11]([CH2:14][C:15]2[CH:20]=[CH:19][CH:18]=[C:17]([I:21])[CH:16]=2)[N:10]=1.[OH:22][C:23]1[C:28]([CH3:29])=[C:27]([OH:30])[CH:26]=[CH:25][C:24]=1[C:31](=[O:33])[CH3:32].C1C2C(C3ON=C(N)N=3)CN(C2)C1. (2) Given the product [CH3:11][O:10][S:7]([O-:12])(=[O:9])=[O:8].[CH3:3][S:2][C:1](=[S+:6][CH3:11])[S:4][CH3:5], predict the reactants needed to synthesize it. The reactants are: [C:1](=[S:6])([S:4][CH3:5])[S:2][CH3:3].[S:7]([O:12]C)([O:10][CH3:11])(=[O:9])=[O:8]. (3) Given the product [OH:8][CH:1]([C:2]1[CH:3]=[CH:4][CH:5]=[CH:6][CH:7]=1)[C:9]1[CH:25]=[CH:24][C:12]([O:13][CH2:14][C:15]2[O:19][C:18]([C:20]([O:22][CH3:23])=[O:21])=[CH:17][CH:16]=2)=[CH:11][CH:10]=1, predict the reactants needed to synthesize it. The reactants are: [C:1]([C:9]1[CH:25]=[CH:24][C:12]([O:13][CH2:14][C:15]2[O:19][C:18]([C:20]([O:22][CH3:23])=[O:21])=[CH:17][CH:16]=2)=[CH:11][CH:10]=1)(=[O:8])[C:2]1[CH:7]=[CH:6][CH:5]=[CH:4][CH:3]=1.[BH4-].[Na+]. (4) The reactants are: [OH:1][C@@H:2]1[CH2:6][O:5][C@@H:4]2[C@H:7]([O:10][C:11]3[N:12](COCC[Si](C)(C)C)[C:13]4[C:14]([N:28]=3)=[N:15][C:16]([C:20]3[CH:27]=[CH:26][C:23]([C:24]#[N:25])=[CH:22][CH:21]=3)=[C:17]([Cl:19])[CH:18]=4)[CH2:8][O:9][C@H:3]12.C(O)=O.OS([O-])(=O)=O.[K+].[OH-].[Na+].Cl. Given the product [OH:1][C@@H:2]1[CH2:6][O:5][C@@H:4]2[C@H:7]([O:10][C:11]3[NH:12][C:13]4[C:14]([N:28]=3)=[N:15][C:16]([C:20]3[CH:27]=[CH:26][C:23]([C:24]#[N:25])=[CH:22][CH:21]=3)=[C:17]([Cl:19])[CH:18]=4)[CH2:8][O:9][C@H:3]12, predict the reactants needed to synthesize it. (5) Given the product [C:1]([NH:4][C:5]1[N:10]=[CH:9][C:8]([N:11]2[C:15]([CH2:16][CH2:17][CH3:18])=[C:14]([C:19]([OH:21])=[O:20])[N:13]=[N:12]2)=[CH:7][CH:6]=1)(=[O:3])[CH3:2], predict the reactants needed to synthesize it. The reactants are: [C:1]([NH:4][C:5]1[N:10]=[CH:9][C:8]([N:11]2[C:15]([CH2:16][CH2:17][CH3:18])=[C:14]([C:19]([O:21]C)=[O:20])[N:13]=[N:12]2)=[CH:7][CH:6]=1)(=[O:3])[CH3:2].[OH-].[Na+]. (6) Given the product [F:47][C:46]([F:49])([F:48])[S:43]([O:15][C:12]1[CH:13]=[CH:14][C:9]([C:4]2([C:16]3[CH:21]=[CH:20][C:19]([F:22])=[C:18]([C:23]4[CH:28]=[N:27][CH:26]=[CH:25][N:24]=4)[CH:17]=3)[C:5](=[O:8])[N:6]([CH3:7])[C:2]([NH2:1])=[N:3]2)=[CH:10][CH:11]=1)(=[O:45])=[O:44], predict the reactants needed to synthesize it. The reactants are: [NH2:1][C:2]1[N:6]([CH3:7])[C:5](=[O:8])[C:4]([C:16]2[CH:21]=[CH:20][C:19]([F:22])=[C:18]([C:23]3[CH:28]=[N:27][CH:26]=[CH:25][N:24]=3)[CH:17]=2)([C:9]2[CH:14]=[CH:13][C:12]([OH:15])=[CH:11][CH:10]=2)[N:3]=1.C(N(CC)CC)C.C1C=CC(N([S:43]([C:46]([F:49])([F:48])[F:47])(=[O:45])=[O:44])[S:43]([C:46]([F:49])([F:48])[F:47])(=[O:45])=[O:44])=CC=1. (7) Given the product [CH3:4][N:3]([CH2:5]/[CH:9]=[CH:10]/[C:12]([Cl:14])=[O:13])[CH3:2].[CH3:2][N:3]([CH3:4])[CH2:5]/[CH:6]=[CH:12]/[C:11]([NH:17][C:18]1[CH:19]=[CH:20][CH:21]=[C:22]([NH:24][C:25]2[CH:30]=[C:29]([NH:31][C:32]3[CH:37]=[CH:36][C:35]([O:38][C:39]4[CH:40]=[CH:41][CH:42]=[CH:43][CH:44]=4)=[CH:34][CH:33]=3)[N:28]=[CH:27][N:26]=2)[N:23]=1)=[O:15], predict the reactants needed to synthesize it. The reactants are: Cl.[CH3:2][N:3](/[C:5](=[CH:9]\[CH3:10])/[C:6](O)=O)[CH3:4].[C:11](Cl)(=[O:15])[C:12]([Cl:14])=[O:13].[NH2:17][C:18]1[N:23]=[C:22]([NH:24][C:25]2[CH:30]=[C:29]([NH:31][C:32]3[CH:37]=[CH:36][C:35]([O:38][C:39]4[CH:44]=[CH:43][CH:42]=[CH:41][CH:40]=4)=[CH:34][CH:33]=3)[N:28]=[CH:27][N:26]=2)[CH:21]=[CH:20][CH:19]=1. (8) Given the product [CH2:1]([O:3][C:4]([N:6]1[C:15]2[C:10](=[CH:11][C:12]([C:16]([F:19])([F:18])[F:17])=[CH:13][CH:14]=2)[CH:9]([CH:20]([C:21]2[CH:26]=[C:25]([C:27]([F:28])([F:29])[F:30])[CH:24]=[C:23]([C:31]([F:33])([F:32])[F:34])[CH:22]=2)[NH:35][CH3:38])[CH2:8][CH:7]1[CH2:36][CH3:37])=[O:5])[CH3:2], predict the reactants needed to synthesize it. The reactants are: [CH2:1]([O:3][C:4]([N:6]1[C:15]2[C:10](=[CH:11][C:12]([C:16]([F:19])([F:18])[F:17])=[CH:13][CH:14]=2)[CH:9]([CH:20]([NH2:35])[C:21]2[CH:26]=[C:25]([C:27]([F:30])([F:29])[F:28])[CH:24]=[C:23]([C:31]([F:34])([F:33])[F:32])[CH:22]=2)[CH2:8][CH:7]1[CH2:36][CH3:37])=[O:5])[CH3:2].[CH:38](OCC)=O. (9) Given the product [C:1]([C:3]([NH:7][C:8](=[O:30])[CH:9]([O:10][C:11]1[CH:12]=[C:13]2[C:18](=[C:19]([CH3:21])[CH:20]=1)[N:17]=[CH:16][C:15]([C:22]#[CH:23])=[CH:14]2)[S:28][CH3:29])([CH3:6])[CH2:4][F:5])#[N:2], predict the reactants needed to synthesize it. The reactants are: [C:1]([C:3]([NH:7][C:8](=[O:30])[CH:9]([S:28][CH3:29])[O:10][C:11]1[CH:12]=[C:13]2[C:18](=[C:19]([CH3:21])[CH:20]=1)[N:17]=[CH:16][C:15]([C:22]#[C:23][Si](C)(C)C)=[CH:14]2)([CH3:6])[CH2:4][F:5])#[N:2].C(=O)([O-])[O-].[K+].[K+].C(=O)([O-])O.[Na+].